Task: Predict the product of the given reaction.. Dataset: Forward reaction prediction with 1.9M reactions from USPTO patents (1976-2016) (1) The product is: [CH2:24]([C:14]1[C:13]([CH2:12][C:9]2[CH:8]=[CH:7][C:6]([O:5][CH2:4][CH2:3][OH:2])=[CH:11][CH:10]=2)=[C:17]2[N:18]=[C:19]([CH3:23])[CH:20]=[C:21]([CH3:22])[N:16]2[N:15]=1)[CH3:25]. Given the reactants C[O:2][C:3](=O)[CH2:4][O:5][C:6]1[CH:11]=[CH:10][C:9]([CH2:12][C:13]2[C:14]([CH2:24][CH3:25])=[N:15][N:16]3[C:21]([CH3:22])=[CH:20][C:19]([CH3:23])=[N:18][C:17]=23)=[CH:8][CH:7]=1, predict the reaction product. (2) Given the reactants [OH-].[K+].C[O:4][C:5]([C:7]1[C:8]([CH3:18])=[N:9][C:10]([C:14]([F:17])([F:16])[F:15])=[N:11][C:12]=1[CH3:13])=[O:6], predict the reaction product. The product is: [CH3:13][C:12]1[C:7]([C:5]([OH:6])=[O:4])=[C:8]([CH3:18])[N:9]=[C:10]([C:14]([F:17])([F:16])[F:15])[N:11]=1. (3) Given the reactants [CH3:1][C@H:2]1[CH2:7][CH2:6][CH2:5][C@@H:4]([CH3:8])[NH:3]1.C(N(CC)CC)C.[Cl:16][CH2:17][C:18](Cl)=[O:19], predict the reaction product. The product is: [CH3:1][C@@H:2]1[CH2:7][CH2:6][CH2:5][C@H:4]([CH3:8])[N:3]1[C:18](=[O:19])[CH2:17][Cl:16]. (4) Given the reactants Cl[C:2]1[N:7]2[N:8]=[C:9]([C:17]3[CH:22]=[CH:21][C:20]([F:23])=[CH:19][CH:18]=3)[C:10]([C:11]3[CH:16]=[CH:15][N:14]=[CH:13][CH:12]=3)=[C:6]2[CH:5]=[CH:4][CH:3]=1.[CH3:24][NH2:25], predict the reaction product. The product is: [F:23][C:20]1[CH:21]=[CH:22][C:17]([C:9]2[C:10]([C:11]3[CH:16]=[CH:15][N:14]=[CH:13][CH:12]=3)=[C:6]3[CH:5]=[CH:4][CH:3]=[C:2]([NH:25][CH3:24])[N:7]3[N:8]=2)=[CH:18][CH:19]=1. (5) Given the reactants C[Mg+].[Br-].[Cl:4][C:5]1[CH:10]=[CH:9][N:8]=[C:7]([CH:11]=[O:12])[C:6]=1[CH2:13][O:14][CH:15]1[CH2:20][CH2:19][CH2:18][CH2:17][O:16]1.[C:21]([O-])(O)=O.[Na+], predict the reaction product. The product is: [Cl:4][C:5]1[CH:10]=[CH:9][N:8]=[C:7]([CH:11]([OH:12])[CH3:21])[C:6]=1[CH2:13][O:14][CH:15]1[CH2:20][CH2:19][CH2:18][CH2:17][O:16]1. (6) Given the reactants [C:1]([C:5]1[CH:23]=[C:8]2[N:9]=[C:10]([CH3:22])[C:11]([CH:14](CCC)[C:15]([O:17][CH3:18])=[O:16])=[C:12](Cl)[N:7]2[N:6]=1)([CH3:4])([CH3:3])[CH3:2].[CH2:24]1[C:34]2=[C:35]3[C:30](=[CH:31][CH:32]=[CH:33]2)[C:29](B2OC(C)(C)C(C)(C)O2)=[CH:28][CH:27]=[C:26]3[CH2:25]1.C(N(C(C)C)CC)(C)C.C(OCC)(=O)C, predict the reaction product. The product is: [C:1]([C:5]1[CH:23]=[C:8]2[N:9]=[C:10]([CH3:22])[C:11]([CH2:14][C:15]([O:17][CH3:18])=[O:16])=[C:12]([C:29]3[C:30]4[C:35]5[C:26]([CH2:25][CH2:24][C:34]=5[CH:33]=[CH:32][CH:31]=4)=[CH:27][CH:28]=3)[N:7]2[N:6]=1)([CH3:3])([CH3:2])[CH3:4].